Dataset: NCI-60 drug combinations with 297,098 pairs across 59 cell lines. Task: Regression. Given two drug SMILES strings and cell line genomic features, predict the synergy score measuring deviation from expected non-interaction effect. (1) Drug 1: CC1=C(C=C(C=C1)C(=O)NC2=CC(=CC(=C2)C(F)(F)F)N3C=C(N=C3)C)NC4=NC=CC(=N4)C5=CN=CC=C5. Drug 2: CC(C)NC(=O)C1=CC=C(C=C1)CNNC.Cl. Cell line: SN12C. Synergy scores: CSS=-8.52, Synergy_ZIP=5.44, Synergy_Bliss=6.21, Synergy_Loewe=-3.16, Synergy_HSA=-2.75. (2) Cell line: NCIH23. Drug 1: COC1=NC(=NC2=C1N=CN2C3C(C(C(O3)CO)O)O)N. Drug 2: CCCCCOC(=O)NC1=NC(=O)N(C=C1F)C2C(C(C(O2)C)O)O. Synergy scores: CSS=-1.42, Synergy_ZIP=-1.14, Synergy_Bliss=-4.81, Synergy_Loewe=-4.93, Synergy_HSA=-5.51.